Task: Regression. Given a peptide amino acid sequence and an MHC pseudo amino acid sequence, predict their binding affinity value. This is MHC class II binding data.. Dataset: Peptide-MHC class II binding affinity with 134,281 pairs from IEDB (1) The peptide sequence is AAYKAAKAAAAAA. The MHC is H-2-IAk with pseudo-sequence H-2-IAk. The binding affinity (normalized) is 0.219. (2) The peptide sequence is AGWLAFFRDLVARGL. The MHC is DRB1_0701 with pseudo-sequence DRB1_0701. The binding affinity (normalized) is 0.638. (3) The binding affinity (normalized) is 0.179. The MHC is DRB1_0802 with pseudo-sequence DRB1_0802. The peptide sequence is EHELYVAVLSNALHR. (4) The peptide sequence is AAATAGATVYGAFAA. The MHC is HLA-DQA10401-DQB10402 with pseudo-sequence HLA-DQA10401-DQB10402. The binding affinity (normalized) is 0.516. (5) The peptide sequence is EHDLERGPPGPRRPP. The MHC is DRB1_1301 with pseudo-sequence DRB1_1301. The binding affinity (normalized) is 0. (6) The peptide sequence is GSDPKKLVLNIKYTR. The MHC is HLA-DPA10103-DPB10401 with pseudo-sequence HLA-DPA10103-DPB10401. The binding affinity (normalized) is 0.202. (7) The peptide sequence is PKYVFQNTLKLAT. The MHC is DRB1_0101 with pseudo-sequence DRB1_0101. The binding affinity (normalized) is 0.787.